From a dataset of NCI-60 drug combinations with 297,098 pairs across 59 cell lines. Regression. Given two drug SMILES strings and cell line genomic features, predict the synergy score measuring deviation from expected non-interaction effect. (1) Drug 1: CC1CCC2CC(C(=CC=CC=CC(CC(C(=O)C(C(C(=CC(C(=O)CC(OC(=O)C3CCCCN3C(=O)C(=O)C1(O2)O)C(C)CC4CCC(C(C4)OC)OCCO)C)C)O)OC)C)C)C)OC. Drug 2: C1CC(=O)NC(=O)C1N2C(=O)C3=CC=CC=C3C2=O. Cell line: BT-549. Synergy scores: CSS=6.67, Synergy_ZIP=-1.22, Synergy_Bliss=0.225, Synergy_Loewe=-9.54, Synergy_HSA=-0.683. (2) Drug 1: CC1=C2C(C(=O)C3(C(CC4C(C3C(C(C2(C)C)(CC1OC(=O)C(C(C5=CC=CC=C5)NC(=O)OC(C)(C)C)O)O)OC(=O)C6=CC=CC=C6)(CO4)OC(=O)C)O)C)O. Drug 2: CNC(=O)C1=NC=CC(=C1)OC2=CC=C(C=C2)NC(=O)NC3=CC(=C(C=C3)Cl)C(F)(F)F. Cell line: UACC62. Synergy scores: CSS=3.64, Synergy_ZIP=9.80, Synergy_Bliss=15.3, Synergy_Loewe=12.4, Synergy_HSA=12.2. (3) Drug 1: C1CN1P(=S)(N2CC2)N3CC3. Drug 2: CC=C1C(=O)NC(C(=O)OC2CC(=O)NC(C(=O)NC(CSSCCC=C2)C(=O)N1)C(C)C)C(C)C. Cell line: UACC-257. Synergy scores: CSS=25.8, Synergy_ZIP=0.842, Synergy_Bliss=2.71, Synergy_Loewe=-40.4, Synergy_HSA=0.601. (4) Drug 1: CC1=C2C(C(=O)C3(C(CC4C(C3C(C(C2(C)C)(CC1OC(=O)C(C(C5=CC=CC=C5)NC(=O)OC(C)(C)C)O)O)OC(=O)C6=CC=CC=C6)(CO4)OC(=O)C)O)C)O. Drug 2: C(CC(=O)O)C(=O)CN.Cl. Cell line: MDA-MB-435. Synergy scores: CSS=19.1, Synergy_ZIP=5.05, Synergy_Bliss=-1.66, Synergy_Loewe=-45.2, Synergy_HSA=-1.51.